Dataset: Full USPTO retrosynthesis dataset with 1.9M reactions from patents (1976-2016). Task: Predict the reactants needed to synthesize the given product. (1) Given the product [CH3:15][N:3]1[N:2]=[N:1][C:5]([CH2:6][NH:7][C:8](=[O:14])[O:9][C:10]([CH3:11])([CH3:13])[CH3:12])=[N:4]1, predict the reactants needed to synthesize it. The reactants are: [NH:1]1[C:5]([CH2:6][NH:7][C:8](=[O:14])[O:9][C:10]([CH3:13])([CH3:12])[CH3:11])=[N:4][N:3]=[N:2]1.[CH3:15][Si](C=[N+]=[N-])(C)C.C(O)(=O)C. (2) Given the product [NH2:27][CH:24]1[CH2:25][CH2:26][CH:21]([N:16]2[CH2:17][CH2:18][CH2:19][CH:14]([N:1]3[C:12]4=[C:13]5[C:8](=[CH:9][CH:10]=[CH:11]4)[CH:7]=[N:6][CH:5]=[C:4]5[CH2:3][CH2:2]3)[CH2:15]2)[CH2:22][CH2:23]1, predict the reactants needed to synthesize it. The reactants are: [N:1]1([CH:14]2[CH2:19][CH2:18][CH2:17][NH:16][CH2:15]2)[C:12]2=[C:13]3[C:8](=[CH:9][CH:10]=[CH:11]2)[CH:7]=[N:6][CH:5]=[C:4]3[CH2:3][CH2:2]1.O=[C:21]1[CH2:26][CH2:25][CH:24]([NH:27]C(=O)OC(C)(C)C)[CH2:23][CH2:22]1. (3) Given the product [C:25]([O:29][C@@H:30]([C:36]1[C:51]([CH3:52])=[CH:50][C:39]2[N:40]=[C:41]([C:43]3[CH:48]=[CH:47][N:46]=[C:45]([C:9]4[CH:10]=[C:5]5[C:4]([CH3:24])=[N:3][N:2]([CH3:1])[C:6]5=[CH:7][N:8]=4)[CH:44]=3)[S:42][C:38]=2[C:37]=1[C:53]1[CH:54]=[CH:55][C:56]([Cl:59])=[CH:57][CH:58]=1)[C:31]([O:33][CH2:34][CH3:35])=[O:32])([CH3:26])([CH3:27])[CH3:28], predict the reactants needed to synthesize it. The reactants are: [CH3:1][N:2]1[C:6]2=[CH:7][N:8]=[C:9]([Sn](CCCC)(CCCC)CCCC)[CH:10]=[C:5]2[C:4]([CH3:24])=[N:3]1.[C:25]([O:29][C@@H:30]([C:36]1[C:51]([CH3:52])=[CH:50][C:39]2[N:40]=[C:41]([C:43]3[CH:48]=[CH:47][N:46]=[C:45](Cl)[CH:44]=3)[S:42][C:38]=2[C:37]=1[C:53]1[CH:58]=[CH:57][C:56]([Cl:59])=[CH:55][CH:54]=1)[C:31]([O:33][CH2:34][CH3:35])=[O:32])([CH3:28])([CH3:27])[CH3:26].[Cl-].[Li+].C([SnH](CCCC)CCCC)CCC. (4) Given the product [CH3:9][O:8][C:6]1[CH:7]=[C:2]2[C:3]([C:10]([CH3:11])=[C:21]([C:18]3[CH:19]=[N:20][C:15]([O:14][CH3:13])=[CH:16][CH:17]=3)[C:22](=[O:23])[O:1]2)=[CH:4][CH:5]=1, predict the reactants needed to synthesize it. The reactants are: [OH:1][C:2]1[CH:7]=[C:6]([O:8][CH3:9])[CH:5]=[CH:4][C:3]=1[C:10](=O)[CH3:11].[CH3:13][O:14][C:15]1[N:20]=[CH:19][C:18]([CH2:21][C:22](O)=[O:23])=[CH:17][CH:16]=1. (5) Given the product [Br:1][C:2]1[C:7](=[O:8])[N:6]([C:9]2[CH:10]=[C:11]([CH:20]=[CH:21][C:22]=2[CH3:23])[C:12]([NH:14][CH2:15][C@@H:16]([OH:17])[CH2:37][OH:38])=[O:13])[CH:5]=[N:4][C:3]=1[O:24][CH2:25][C:26]1[CH:31]=[CH:30][C:29]([F:32])=[CH:28][C:27]=1[F:33], predict the reactants needed to synthesize it. The reactants are: [Br:1][C:2]1[C:7](=[O:8])[N:6]([C:9]2[CH:10]=[C:11]([CH:20]=[CH:21][C:22]=2[CH3:23])[C:12]([NH:14][CH2:15][C:16](NC)=[O:17])=[O:13])[CH:5]=[N:4][C:3]=1[O:24][CH2:25][C:26]1[CH:31]=[CH:30][C:29]([F:32])=[CH:28][C:27]=1[F:33].NC[C@@H](O)[CH2:37][OH:38].CN1CCOCC1.